This data is from NCI-60 drug combinations with 297,098 pairs across 59 cell lines. The task is: Regression. Given two drug SMILES strings and cell line genomic features, predict the synergy score measuring deviation from expected non-interaction effect. (1) Drug 1: CC1=C(C(CCC1)(C)C)C=CC(=CC=CC(=CC(=O)O)C)C. Drug 2: COC1=NC(=NC2=C1N=CN2C3C(C(C(O3)CO)O)O)N. Cell line: OVCAR-5. Synergy scores: CSS=1.93, Synergy_ZIP=2.03, Synergy_Bliss=7.00, Synergy_Loewe=0.357, Synergy_HSA=2.16. (2) Drug 1: CC1=C(C=C(C=C1)NC2=NC=CC(=N2)N(C)C3=CC4=NN(C(=C4C=C3)C)C)S(=O)(=O)N.Cl. Drug 2: C(=O)(N)NO. Cell line: SF-268. Synergy scores: CSS=6.19, Synergy_ZIP=-0.940, Synergy_Bliss=0.962, Synergy_Loewe=-2.44, Synergy_HSA=-2.12.